This data is from Full USPTO retrosynthesis dataset with 1.9M reactions from patents (1976-2016). The task is: Predict the reactants needed to synthesize the given product. Given the product [OH:22][C:23]1[CH:27]=[C:26]([C:28]2[CH:33]=[C:32]([CH:31]=[CH:30][CH:29]=2)[CH2:2][C:3]2[CH:21]=[CH:20][C:6]([CH2:7][O:8][C:9]3[CH:14]=[CH:13][C:12]([C:15](=[O:17])[CH3:16])=[C:11]([OH:18])[C:10]=3[Cl:19])=[CH:5][CH:4]=2)[O:25][N:24]=1, predict the reactants needed to synthesize it. The reactants are: Br[CH2:2][C:3]1[CH:21]=[CH:20][C:6]([CH2:7][O:8][C:9]2[CH:14]=[CH:13][C:12]([C:15](=[O:17])[CH3:16])=[C:11]([OH:18])[C:10]=2[Cl:19])=[CH:5][CH:4]=1.[OH:22][C:23]1[CH:27]=[C:26]([C:28]2[CH:29]=[C:30](B(O)O)[CH:31]=[CH:32][CH:33]=2)[O:25][N:24]=1.C([O-])([O-])=O.[Na+].[Na+].C(O)CC.